From a dataset of Forward reaction prediction with 1.9M reactions from USPTO patents (1976-2016). Predict the product of the given reaction. (1) Given the reactants [F:1][C:2]1[CH:7]=[CH:6][C:5]([NH:8][C:9](=[O:36])[C:10]2[CH:15]=[CH:14][C:13]([S:16][C:17]3[CH:22]=[CH:21][C:20]([O:23]C)=[CH:19][CH:18]=3)=[C:12]([NH:25][C:26]3[C:27]4[CH:35]=[CH:34][CH:33]=[N:32][C:28]=4[N:29]=[CH:30][N:31]=3)[CH:11]=2)=[CH:4][C:3]=1[CH3:37].C(C1C=CC2C(NC3C=C(C=CC=3SC3C=CC(OC)=CC=3)C(NC3C=CC(C)=CC=3)=O)=NC=NC=2N=1)(C)C, predict the reaction product. The product is: [F:1][C:2]1[CH:7]=[CH:6][C:5]([NH:8][C:9](=[O:36])[C:10]2[CH:15]=[CH:14][C:13]([S:16][C:17]3[CH:18]=[CH:19][C:20]([OH:23])=[CH:21][CH:22]=3)=[C:12]([NH:25][C:26]3[C:27]4[CH:35]=[CH:34][CH:33]=[N:32][C:28]=4[N:29]=[CH:30][N:31]=3)[CH:11]=2)=[CH:4][C:3]=1[CH3:37]. (2) The product is: [CH3:1][C:2]1[CH:9]=[CH:8][C:5]([CH2:6][C:16]([CH2:15][CH2:14][C:13]([F:12])([F:21])[F:22])([C:17]#[N:18])[C:19]#[N:20])=[CH:4][CH:3]=1. Given the reactants [CH3:1][C:2]1[CH:9]=[CH:8][C:5]([CH2:6]Br)=[CH:4][CH:3]=1.[H-].[Na+].[F:12][C:13]([F:22])([F:21])[CH2:14][CH2:15][CH:16]([C:19]#[N:20])[C:17]#[N:18], predict the reaction product. (3) Given the reactants [CH3:1][O:2][C:3](=[O:20])[CH:4]([C:12]1[CH:17]=[CH:16][C:15]([Cl:18])=[C:14]([Cl:19])[CH:13]=1)[CH2:5][CH:6]1[CH2:10][CH2:9][CH:8](O)[CH2:7]1.C(N(S(F)(F)[F:27])CC)C, predict the reaction product. The product is: [CH3:1][O:2][C:3](=[O:20])[CH:4]([C:12]1[CH:17]=[CH:16][C:15]([Cl:18])=[C:14]([Cl:19])[CH:13]=1)[CH2:5][CH:6]1[CH2:10][CH2:9][CH:8]([F:27])[CH2:7]1. (4) Given the reactants [CH3:1][C:2]1[N:7]=[C:6]([N:8]2[CH2:13][CH2:12][C:11](=[CH:14][C:15]#[CH:16])[CH2:10][CH2:9]2)[C:5]([N+:17]([O-:19])=[O:18])=[CH:4][CH:3]=1.I[C:21]1[CH:26]=[CH:25][CH:24]=[CH:23][C:22]=1[OH:27].[F-].C([N+](CCCC)(CCCC)CCCC)CCC.C([O-])(=O)C.[Na+], predict the reaction product. The product is: [CH3:1][C:2]1[N:7]=[C:6]([N:8]2[CH2:13][CH2:12][C:11](=[CH:14][C:15]3[O:27][C:22]4[CH:23]=[CH:24][CH:25]=[CH:26][C:21]=4[CH:16]=3)[CH2:10][CH2:9]2)[C:5]([N+:17]([O-:19])=[O:18])=[CH:4][CH:3]=1. (5) Given the reactants [N+:1]([C:4]1[CH:5]=[C:6]([C:10](=[O:12])[CH3:11])[CH:7]=[CH:8][CH:9]=1)([O-:3])=[O:2].[Br:13]Br, predict the reaction product. The product is: [Br:13][CH2:11][C:10]([C:6]1[CH:7]=[CH:8][CH:9]=[C:4]([N+:1]([O-:3])=[O:2])[CH:5]=1)=[O:12]. (6) Given the reactants [C:1]1([CH3:25])[CH:6]=[CH:5][C:4]([C:7]2[N:8]=[C:9]3[CH2:23][CH2:22][C:21](=[O:24])[NH:20][C:10]3=[N:11][C:12]=2[C:13]2[CH:18]=[CH:17][C:16]([CH3:19])=[CH:15][CH:14]=2)=[CH:3][CH:2]=1.Br[CH2:27][CH2:28][CH2:29][CH2:30][CH2:31][CH2:32][CH2:33][C:34]([O:36]CC)=[O:35], predict the reaction product. The product is: [O:24]=[C:21]1[N:20]([CH2:27][CH2:28][CH2:29][CH2:30][CH2:31][CH2:32][CH2:33][C:34]([OH:36])=[O:35])[C:10]2=[N:11][C:12]([C:13]3[CH:18]=[CH:17][C:16]([CH3:19])=[CH:15][CH:14]=3)=[C:7]([C:4]3[CH:3]=[CH:2][C:1]([CH3:25])=[CH:6][CH:5]=3)[N:8]=[C:9]2[CH2:23][CH2:22]1. (7) The product is: [N:1]1([CH2:8][CH2:9][O:10][C:11]2[CH:12]=[CH:13][C:14]([CH:17]3[O:18][C:35]4[C:30](=[CH:31][C:32]([F:37])=[CH:33][C:34]=4[F:36])[C:20]4[C:19]3=[C:28]3[C:23](=[CH:22][CH:21]=4)[CH:24]=[C:25]([OH:29])[CH:26]=[CH:27]3)=[CH:15][CH:16]=2)[CH2:7][CH2:6][CH2:5][CH2:4][CH2:3][CH2:2]1. Given the reactants [N:1]1([CH2:8][CH2:9][O:10][C:11]2[CH:16]=[CH:15][C:14]([C:17]([C:19]3[C:28]4[C:23](=[CH:24][C:25]([OH:29])=[CH:26][CH:27]=4)[CH:22]=[CH:21][C:20]=3[C:30]3[CH:35]=[C:34]([F:36])[CH:33]=[C:32]([F:37])[C:31]=3F)=[O:18])=[CH:13][CH:12]=2)[CH2:7][CH2:6][CH2:5][CH2:4][CH2:3][CH2:2]1.C([BH-](CC)CC)C.[Li+].[Li], predict the reaction product. (8) The product is: [Cl:1][C:2]1[N:7]=[C:6]([S:26]([CH3:14])(=[O:29])=[O:25])[C:5]2[N:10]([CH3:13])[CH:11]=[N:12][C:4]=2[CH:3]=1. Given the reactants [Cl:1][C:2]1[N:7]=[C:6](SC)[C:5]2[N:10]([CH3:13])[CH:11]=[N:12][C:4]=2[CH:3]=1.[CH:14]1C=C(Cl)C=C(C(OO)=O)C=1.[O-:25][S:26]([O-:29])(=S)=O.[Na+].[Na+], predict the reaction product. (9) Given the reactants [C:1]([O:5][C:6](=[O:39])[CH2:7][C:8]1([C:23]([NH:25][CH:26]2[CH2:31][CH2:30][N:29]([C:32]([O:34][C:35]([CH3:38])([CH3:37])[CH3:36])=[O:33])[CH2:28][CH2:27]2)=[O:24])[CH:12]([CH3:13])[CH2:11][N:10]([CH2:14][C:15]2[C:20]([Cl:21])=[CH:19][CH:18]=[CH:17][C:16]=2[Cl:22])[CH2:9]1)([CH3:4])([CH3:3])[CH3:2], predict the reaction product. The product is: [C:1]([O:5][C:6](=[O:39])[CH2:7][C@@:8]1([C:23]([NH:25][CH:26]2[CH2:27][CH2:28][N:29]([C:32]([O:34][C:35]([CH3:38])([CH3:37])[CH3:36])=[O:33])[CH2:30][CH2:31]2)=[O:24])[C@H:12]([CH3:13])[CH2:11][N:10]([CH2:14][C:15]2[C:20]([Cl:21])=[CH:19][CH:18]=[CH:17][C:16]=2[Cl:22])[CH2:9]1)([CH3:4])([CH3:2])[CH3:3]. (10) Given the reactants [CH3:1][N:2]1[CH:6]=[CH:5][N:4]=[N:3]1.[Li]CCCC.[Cl:12][C:13]1[C:22]2[C:17](=[CH:18][CH:19]=[C:20]([C:23]([C:25]3[N:29]([CH3:30])[C:28]([CH3:31])=[N:27][CH:26]=3)=[O:24])[CH:21]=2)[N:16]=[C:15]([O:32][CH3:33])[C:14]=1[CH:34]1[CH2:38][CH2:37][CH2:36][CH2:35]1, predict the reaction product. The product is: [Cl:12][C:13]1[C:22]2[C:17](=[CH:18][CH:19]=[C:20]([C:23]([C:25]3[N:29]([CH3:30])[C:28]([CH3:31])=[N:27][CH:26]=3)([C:6]3[N:2]([CH3:1])[N:3]=[N:4][CH:5]=3)[OH:24])[CH:21]=2)[N:16]=[C:15]([O:32][CH3:33])[C:14]=1[CH:34]1[CH2:35][CH2:36][CH2:37][CH2:38]1.